Dataset: Full USPTO retrosynthesis dataset with 1.9M reactions from patents (1976-2016). Task: Predict the reactants needed to synthesize the given product. (1) Given the product [NH2:1][C:4]1[CH:5]=[C:6]([C:10]2[N:14]([CH2:15][OH:21])[N:13]=[N:12][N:11]=2)[CH:7]=[CH:8][CH:9]=1, predict the reactants needed to synthesize it. The reactants are: [N+:1]([C:4]1[CH:5]=[C:6]([C:10]2[N:14]([CH3:15])[N:13](O)[NH:12][N:11]=2)[CH:7]=[CH:8][CH:9]=1)([O-])=O.Cl[Sn]Cl.C[OH:21]. (2) Given the product [CH2:21]([C@@H:17]([N:15]([CH3:16])[C:13]([C@H:37]([N:35]([CH3:33])[C:66](=[O:68])/[CH:65]=[C:64](\[CH3:69])/[CH2:63][C:62]([NH2:61])([CH3:70])[CH3:71])[CH2:41][C:42]1[CH:47]=[CH:46][C:45]([C:48]2[CH:49]=[CH:50][CH:51]=[CH:52][CH:53]=2)=[CH:44][CH:43]=1)=[O:14])[C:18]([N:5]1[CH2:6][CH2:7][CH:2]([OH:1])[CH2:3][CH2:4]1)=[O:20])[C:22]1[CH:23]=[CH:24][CH:25]=[CH:26][CH:27]=1, predict the reactants needed to synthesize it. The reactants are: [OH:1][CH:2]1[CH2:7][CH2:6][NH:5][CH2:4][CH2:3]1.C(O[C:13]([N:15]([C@H:17]([CH2:21][C:22]1[CH:27]=[CH:26][CH:25]=[CH:24][CH:23]=1)[C:18]([OH:20])=O)[CH3:16])=[O:14])(C)(C)C.C(O[C:33]([N:35]([C@H:37]([CH2:41][C:42]1[CH:47]=[CH:46][C:45]([C:48]2[CH:53]=[CH:52][CH:51]=[CH:50][CH:49]=2)=[CH:44][CH:43]=1)C(O)=O)C)=O)(C)(C)C.C(OC([NH:61][C:62]([CH3:71])([CH3:70])[CH2:63]/[C:64](/[CH3:69])=[CH:65]/[C:66]([OH:68])=O)=O)(C)(C)C.